This data is from Full USPTO retrosynthesis dataset with 1.9M reactions from patents (1976-2016). The task is: Predict the reactants needed to synthesize the given product. (1) Given the product [F:1][C:2]1[CH:7]=[CH:6][C:5]([C:8]2[CH:9]=[CH:10][C:11]([CH:14]([OH:16])[CH3:15])=[N:12][CH:13]=2)=[CH:4][CH:3]=1, predict the reactants needed to synthesize it. The reactants are: [F:1][C:2]1[CH:7]=[CH:6][C:5]([C:8]2[CH:9]=[CH:10][C:11]([C:14](=[O:16])[CH3:15])=[N:12][CH:13]=2)=[CH:4][CH:3]=1.[BH4-].[Na+]. (2) Given the product [CH3:1][O:2][C:3]1[CH:8]=[CH:7][C:6]([C:9]2[CH:10]=[CH:11][C:12](=[O:15])[N:13]([CH2:20][C:19]([O:18][CH2:16][CH3:17])=[O:22])[CH:14]=2)=[CH:5][CH:4]=1, predict the reactants needed to synthesize it. The reactants are: [CH3:1][O:2][C:3]1[CH:8]=[CH:7][C:6]([C:9]2[CH:10]=[CH:11][C:12](=[O:15])[NH:13][CH:14]=2)=[CH:5][CH:4]=1.[CH2:16]([O:18][C:19](=[O:22])[CH2:20]Br)[CH3:17]. (3) Given the product [Cl:18][C:19]1[CH:20]=[C:21]([S:25]([N:12]2[C:13]([CH3:17])([CH3:16])[C:14](=[O:15])[N:11]2[CH:2]2[CH:3]3[CH2:4][CH:5]4[CH2:6][CH:7]([CH2:8][CH:1]2[CH2:10]4)[CH2:9]3)(=[O:27])=[O:26])[CH:22]=[CH:23][CH:24]=1, predict the reactants needed to synthesize it. The reactants are: [CH:1]12[CH2:10][CH:5]3[CH2:6][CH:7]([CH2:9][CH:3]([CH2:4]3)[CH:2]1[N:11]1[C:14](=[O:15])[C:13]([CH3:17])([CH3:16])[NH:12]1)[CH2:8]2.[Cl:18][C:19]1[CH:20]=[C:21]([S:25](Cl)(=[O:27])=[O:26])[CH:22]=[CH:23][CH:24]=1. (4) Given the product [CH3:41][O:40][C:38]([C@@:21]12[CH2:35][CH2:34][C@:20]1([CH2:19][O:18][CH2:11][C:12]1[CH:17]=[CH:16][CH:15]=[CH:14][CH:13]=1)[CH2:24][N:23]([C@@H:25]([C:27]1[CH:32]=[CH:31][CH:30]=[CH:29][CH:28]=1)[CH3:26])[C:22]2=[O:33])=[O:39], predict the reactants needed to synthesize it. The reactants are: C[Si](C)(C)[N-][Si](C)(C)C.[Li+].[CH2:11]([O:18][CH2:19][C@@:20]1([CH2:34][CH2:35]Br)[CH2:24][N:23]([C@@H:25]([C:27]2[CH:32]=[CH:31][CH:30]=[CH:29][CH:28]=2)[CH3:26])[C:22](=[O:33])[CH2:21]1)[C:12]1[CH:17]=[CH:16][CH:15]=[CH:14][CH:13]=1.Cl[C:38]([O:40][CH3:41])=[O:39].[Cl-].[NH4+]. (5) Given the product [F:1][C:2]1[CH:7]=[CH:6][C:5]([CH:8]2[C:12]3([CH2:17][CH2:16][CH2:15][N:14]([C:18]([O:20][C:21]([CH3:22])([CH3:24])[CH3:23])=[O:19])[CH2:13]3)[C:11](=[O:25])[N:10]([CH2:29][C:30]3[CH:34]=[C:33]([CH3:35])[O:32][N:31]=3)[CH2:9]2)=[CH:4][CH:3]=1, predict the reactants needed to synthesize it. The reactants are: [F:1][C:2]1[CH:7]=[CH:6][C:5]([CH:8]2[C:12]3([CH2:17][CH2:16][CH2:15][N:14]([C:18]([O:20][C:21]([CH3:24])([CH3:23])[CH3:22])=[O:19])[CH2:13]3)[C:11](=[O:25])[NH:10][CH2:9]2)=[CH:4][CH:3]=1.[H-].[Na+].Br[CH2:29][C:30]1[CH:34]=[C:33]([CH3:35])[O:32][N:31]=1.